This data is from NCI-60 drug combinations with 297,098 pairs across 59 cell lines. The task is: Regression. Given two drug SMILES strings and cell line genomic features, predict the synergy score measuring deviation from expected non-interaction effect. (1) Drug 1: CN(CCCl)CCCl.Cl. Drug 2: C(CC(=O)O)C(=O)CN.Cl. Cell line: SR. Synergy scores: CSS=55.7, Synergy_ZIP=0.611, Synergy_Bliss=2.09, Synergy_Loewe=-10.4, Synergy_HSA=1.59. (2) Drug 1: CC(CN1CC(=O)NC(=O)C1)N2CC(=O)NC(=O)C2. Drug 2: CNC(=O)C1=NC=CC(=C1)OC2=CC=C(C=C2)NC(=O)NC3=CC(=C(C=C3)Cl)C(F)(F)F. Cell line: CCRF-CEM. Synergy scores: CSS=74.6, Synergy_ZIP=-1.09, Synergy_Bliss=-0.892, Synergy_Loewe=-1.57, Synergy_HSA=-0.382. (3) Drug 1: C1=NC2=C(N=C(N=C2N1C3C(C(C(O3)CO)O)O)F)N. Drug 2: C1=NC2=C(N=C(N=C2N1C3C(C(C(O3)CO)O)F)Cl)N. Cell line: T-47D. Synergy scores: CSS=-4.01, Synergy_ZIP=0.862, Synergy_Bliss=0.0906, Synergy_Loewe=-6.82, Synergy_HSA=-5.18.